The task is: Predict the product of the given reaction.. This data is from Forward reaction prediction with 1.9M reactions from USPTO patents (1976-2016). (1) Given the reactants C([O:3][C:4]([CH:6]1[CH2:11][CH2:10][N:9]([S:12]([C:15]2[S:16][CH:17]=[CH:18][CH:19]=2)(=[O:14])=[O:13])[CH2:8][CH2:7]1)=[O:5])C.O.[OH-].[K+].Cl, predict the reaction product. The product is: [S:16]1[CH:17]=[CH:18][CH:19]=[C:15]1[S:12]([N:9]1[CH2:10][CH2:11][CH:6]([C:4]([OH:5])=[O:3])[CH2:7][CH2:8]1)(=[O:14])=[O:13]. (2) Given the reactants [F:1][C:2]1[CH:3]=[C:4](B(O)O)[CH:5]=[CH:6][CH:7]=1.[NH:11]1[CH:15]=[N:14][C:13]([C:16]([O:18]C)=[O:17])=[N:12]1.ClC1C=C(N2C=NC(C(O)=O)=N2)C=CC=1, predict the reaction product. The product is: [F:1][C:2]1[CH:3]=[C:4]([N:11]2[CH:15]=[N:14][C:13]([C:16]([OH:18])=[O:17])=[N:12]2)[CH:5]=[CH:6][CH:7]=1. (3) Given the reactants FC(F)(F)C(O)=O.[NH2:8][C@H:9]([C:19]1[C:24]([C:25]2[CH:26]=[CH:27][C:28]([F:34])=[C:29]([CH:33]=2)[C:30]([NH2:32])=[O:31])=[CH:23][CH:22]=[CH:21][N:20]=1)[CH2:10][C:11]1[CH:16]=[C:15]([F:17])[CH:14]=[C:13]([F:18])[CH:12]=1.[N:35]1[C:45]2=[C:46]3[C:41](=[CH:42][CH:43]=[CH:44]2)[CH2:40][CH2:39][CH2:38][N:37]3[C:36]=1[CH2:47][C:48](O)=[O:49], predict the reaction product. The product is: [F:17][C:15]1[CH:16]=[C:11]([CH2:10][C@@H:9]([C:19]2[C:24]([C:25]3[CH:26]=[CH:27][C:28]([F:34])=[C:29]([CH:33]=3)[C:30]([NH2:32])=[O:31])=[CH:23][CH:22]=[CH:21][N:20]=2)[NH:8][C:48](=[O:49])[CH2:47][C:36]2[N:37]3[C:46]4[C:41]([CH2:40][CH2:39][CH2:38]3)=[CH:42][CH:43]=[CH:44][C:45]=4[N:35]=2)[CH:12]=[C:13]([F:18])[CH:14]=1. (4) Given the reactants [N:1]1([CH:6]([C:8]2[CH:13]=[CH:12][C:11]([CH2:14]O)=[CH:10][CH:9]=2)[CH3:7])[CH:5]=[CH:4][CH:3]=[N:2]1.P(Br)(Br)[Br:17], predict the reaction product. The product is: [Br:17][CH2:14][C:11]1[CH:12]=[CH:13][C:8]([CH:6]([N:1]2[CH:5]=[CH:4][CH:3]=[N:2]2)[CH3:7])=[CH:9][CH:10]=1. (5) The product is: [I:30][CH2:10][C:7]1[CH:8]=[CH:9][C:4]([CH2:1][CH2:2][CH3:3])=[CH:5][CH:6]=1. Given the reactants [CH2:1]([C:4]1[CH:9]=[CH:8][C:7]([CH2:10]O)=[CH:6][CH:5]=1)[CH2:2][CH3:3].CS(Cl)(=O)=O.C(N(CC)CC)C.S([O-])([O-])(=O)=O.[Mg+2].[I-:30].[Na+], predict the reaction product. (6) Given the reactants [C:1]([O:5][C:6]([N:8]1[C@H:13]([CH2:14][NH2:15])[CH2:12][C@H:11]2[C@@H:9]1[CH2:10]2)=[O:7])([CH3:4])([CH3:3])[CH3:2].[O:16]1[C:20]2[CH:21]=[CH:22][CH:23]=[CH:24][C:19]=2[C:18]([C:25](O)=[O:26])=[N:17]1, predict the reaction product. The product is: [C:1]([O:5][C:6]([N:8]1[C@H:13]([CH2:14][NH:15][C:25]([C:18]2[C:19]3[CH:24]=[CH:23][CH:22]=[CH:21][C:20]=3[O:16][N:17]=2)=[O:26])[CH2:12][C@H:11]2[C@@H:9]1[CH2:10]2)=[O:7])([CH3:4])([CH3:3])[CH3:2]. (7) Given the reactants C1(S(O)(=O)=O)C=CC=CC=1.C1(S(O)(=O)=O)C=CC=CC=1.[NH2:21][C:22]1([C:28]2[CH:33]=[CH:32][CH:31]=[CH:30][CH:29]=2)[CH2:27][CH2:26][NH:25][CH2:24][CH2:23]1.Cl.[C:35]([N:43]1[CH2:48][CH2:47][CH2:46][C:45]([C:65]2[CH:70]=[CH:69][C:68]([Cl:71])=[C:67]([Cl:72])[CH:66]=2)([CH2:49][CH2:50][CH2:51]N2CCC(C(N3CCCC3)=O)CC2)[CH2:44]1)(=[O:42])[C:36]1[CH:41]=[CH:40][CH:39]=[CH:38][CH:37]=1.C([O-])([O-])=O.[K+].[K+], predict the reaction product. The product is: [NH2:21][C:22]1([C:28]2[CH:33]=[CH:32][CH:31]=[CH:30][CH:29]=2)[CH2:27][CH2:26][N:25]([CH2:51][CH2:50][CH2:49][C:45]2([C:65]3[CH:70]=[CH:69][C:68]([Cl:71])=[C:67]([Cl:72])[CH:66]=3)[CH2:46][CH2:47][CH2:48][N:43]([C:35](=[O:42])[C:36]3[CH:41]=[CH:40][CH:39]=[CH:38][CH:37]=3)[CH2:44]2)[CH2:24][CH2:23]1.